This data is from Catalyst prediction with 721,799 reactions and 888 catalyst types from USPTO. The task is: Predict which catalyst facilitates the given reaction. (1) Reactant: CC(C)([O-:4])C.[K+].[CH3:7][N:8]([CH3:24])[S:9]([NH:12][C:13](=[O:23])[C:14]1[CH:19]=[C:18]([F:20])[C:17](F)=[CH:16][C:15]=1[F:22])(=[O:11])=[O:10]. Product: [CH3:7][N:8]([CH3:24])[S:9]([NH:12][C:13](=[O:23])[C:14]1[CH:19]=[C:18]([F:20])[C:17]([OH:4])=[CH:16][C:15]=1[F:22])(=[O:11])=[O:10]. The catalyst class is: 16. (2) Reactant: [Cl:1][C:2]1[CH:7]=[C:6]([N+:8]([O-:10])=[O:9])[CH:5]=[CH:4][C:3]=1F.[Cl:12][C:13]1[CH:14]=[CH:15][C:16]([OH:23])=[C:17]2[C:21]=1[NH:20][C:19](=[O:22])[CH2:18]2.C(=O)([O-])[O-].[K+].[K+].O. Product: [Cl:12][C:13]1[CH:14]=[CH:15][C:16]([O:23][C:3]2[CH:4]=[CH:5][C:6]([N+:8]([O-:10])=[O:9])=[CH:7][C:2]=2[Cl:1])=[C:17]2[C:21]=1[NH:20][C:19](=[O:22])[CH2:18]2. The catalyst class is: 9. (3) Reactant: CSC.B(F)(F)F.C[N:9]([C:14](=[O:36])[C:15]1[CH:20]=[C:19]([Cl:21])[C:18]([O:22][C:23]2[CH:28]=[C:27]([CH:29]([CH3:31])[CH3:30])[C:26]([O:32]C)=[CH:25][C:24]=2[Br:34])=[C:17]([Cl:35])[CH:16]=1)[CH2:10][C:11]([OH:13])=[O:12]. Product: [Cl:21][C:19]1[CH:20]=[C:15]([CH:16]=[C:17]([Cl:35])[C:18]=1[O:22][C:23]1[CH:28]=[C:27]([CH:29]([CH3:31])[CH3:30])[C:26]([OH:32])=[CH:25][C:24]=1[Br:34])[C:14]([NH:9][CH2:10][C:11]([OH:13])=[O:12])=[O:36]. The catalyst class is: 4. (4) Reactant: C(C1CN([O:14][CH2:15][C:16]2[CH:39]=[CH:38][C:19]([O:20][CH2:21][C:22]3[N:23]=[C:24]([C:28]4[CH:29]=[C:30]([CH:35]=[CH:36][CH:37]=4)[C:31]([O:33][CH3:34])=[O:32])[O:25][C:26]=3[CH3:27])=[C:18]([O:40][CH3:41])[CH:17]=2)N(C2C=CC=CC=2)C=1)=O.[Cl-].[CH2:43]([C:45]1[S:46][CH:47]=[C:48]([CH2:50][P+](C2C=CC=CC=2)(C2C=CC=CC=2)C2C=CC=CC=2)[N:49]=1)[CH3:44].C(=O)([O-])[O-].[K+].[K+].[CH3:76][N:77]([CH3:80])C=O. Product: [CH2:43]([C:45]1[S:46][CH:47]=[C:48](/[CH:50]=[CH:27]\[C:26]2[C:22]([O:14][CH2:15][C:16]3[CH:39]=[CH:38][C:19]([O:20][CH2:21][C:22]4[N:23]=[C:24]([C:28]5[CH:29]=[C:30]([CH:35]=[CH:36][CH:37]=5)[C:31]([O:33][CH3:34])=[O:32])[O:25][C:26]=4[CH3:27])=[C:18]([O:40][CH3:41])[CH:17]=3)=[N:23][N:77]([C:80]3[CH:38]=[CH:39][CH:16]=[CH:17][CH:18]=3)[CH:76]=2)[N:49]=1)[CH3:44]. The catalyst class is: 6. (5) Reactant: [CH3:1][N:2]1[C:7](=[O:8])[CH:6]=[C:5]([C:9]2[CH:16]=[CH:15][C:12]([CH:13]=[O:14])=[CH:11][CH:10]=2)[C:4]([C:17]2[CH:22]=[CH:21][CH:20]=[CH:19][C:18]=2[O:23][C:24]2[CH:29]=[CH:28][CH:27]=[CH:26][CH:25]=2)=[N:3]1.[CH3:30][Mg]Br. Product: [OH:14][CH:13]([C:12]1[CH:11]=[CH:10][C:9]([C:5]2[C:4]([C:17]3[CH:22]=[CH:21][CH:20]=[CH:19][C:18]=3[O:23][C:24]3[CH:29]=[CH:28][CH:27]=[CH:26][CH:25]=3)=[N:3][N:2]([CH3:1])[C:7](=[O:8])[CH:6]=2)=[CH:16][CH:15]=1)[CH3:30]. The catalyst class is: 7. (6) Reactant: CC(OI1(OC(C)=O)(OC(C)=O)OC(=O)C2C=CC=CC1=2)=O.[CH:23]1([CH2:26][O:27][C:28]2[CH:33]=[C:32]([F:34])[CH:31]=[CH:30][C:29]=2[C:35]2[N:39]([CH3:40])[CH:38]=[N:37][C:36]=2[C:41]2[CH:46]=[C:45]([CH2:47][OH:48])[CH:44]=[CH:43][N:42]=2)[CH2:25][CH2:24]1.[OH-].[Na+]. Product: [CH:23]1([CH2:26][O:27][C:28]2[CH:33]=[C:32]([F:34])[CH:31]=[CH:30][C:29]=2[C:35]2[N:39]([CH3:40])[CH:38]=[N:37][C:36]=2[C:41]2[CH:46]=[C:45]([CH:47]=[O:48])[CH:44]=[CH:43][N:42]=2)[CH2:25][CH2:24]1. The catalyst class is: 1. (7) Reactant: [CH3:1][C:2]1[N:3]([C:8]2[CH:12]=[CH:11][N:10]([CH3:13])[N:9]=2)[C:4]([CH3:7])=[CH:5][CH:6]=1.[Li]CCCC.[CH3:19][C:20]([CH3:22])=[O:21]. Product: [CH3:7][C:4]1[N:3]([C:8]2[CH:12]=[C:11]([C:20]([OH:21])([CH3:22])[CH3:19])[N:10]([CH3:13])[N:9]=2)[C:2]([CH3:1])=[CH:6][CH:5]=1. The catalyst class is: 1.